Dataset: Full USPTO retrosynthesis dataset with 1.9M reactions from patents (1976-2016). Task: Predict the reactants needed to synthesize the given product. (1) The reactants are: [Cl:1][C:2]1[CH:11]=[CH:10][C:9]2[C:8]([NH2:12])=[C:7]([Cl:13])[CH:6]=[CH:5][C:4]=2[N:3]=1.[CH:14]1([CH2:20][CH2:21][C:22](O)=[O:23])[CH2:19][CH2:18][CH2:17][CH2:16][CH2:15]1. Given the product [Cl:1][C:2]1[CH:11]=[CH:10][C:9]2[C:4](=[CH:5][CH:6]=[C:7]([Cl:13])[C:8]=2[NH:12][C:22](=[O:23])[CH2:21][CH2:20][CH:14]2[CH2:19][CH2:18][CH2:17][CH2:16][CH2:15]2)[N:3]=1, predict the reactants needed to synthesize it. (2) Given the product [F:1][C:2]1[C:3]([NH:12][C:22]([NH:21][CH2:20][C:19]2[CH:18]=[CH:17][C:16]([O:15][C:14]([F:13])([F:27])[F:26])=[CH:25][CH:24]=2)=[O:23])=[C:4]2[C:9](=[CH:10][CH:11]=1)[CH:8]=[N:7][CH:6]=[CH:5]2, predict the reactants needed to synthesize it. The reactants are: [F:1][C:2]1[CH:11]=[CH:10][C:9]2[CH:8]=[N:7][CH:6]=[CH:5][C:4]=2[C:3]=1[NH2:12].[F:13][C:14]([F:27])([F:26])[O:15][C:16]1[CH:25]=[CH:24][C:19]([CH2:20][N:21]=[C:22]=[O:23])=[CH:18][CH:17]=1. (3) The reactants are: [S:1]1[CH:5]=[CH:4][CH:3]=[C:2]1[S:6]([N:9]1[CH2:14][CH2:13][N:12]([C:15]2[CH:20]=[CH:19][C:18]([C:21]([OH:27])([CH3:26])[C:22]([F:25])([F:24])[F:23])=[CH:17][CH:16]=2)[CH:11]([CH:28]=O)[CH2:10]1)(=[O:8])=[O:7].[NH:30]1[CH2:35][CH2:34][O:33][CH2:32][CH2:31]1.C(O[BH-](OC(=O)C)OC(=O)C)(=O)C.[Na+].C(O)(=O)C. Given the product [F:25][C:22]([F:23])([F:24])[C:21]([C:18]1[CH:17]=[CH:16][C:15]([N:12]2[CH2:13][CH2:14][N:9]([S:6]([C:2]3[S:1][CH:5]=[CH:4][CH:3]=3)(=[O:7])=[O:8])[CH2:10][CH:11]2[CH2:28][N:30]2[CH2:35][CH2:34][O:33][CH2:32][CH2:31]2)=[CH:20][CH:19]=1)([OH:27])[CH3:26], predict the reactants needed to synthesize it.